Dataset: Full USPTO retrosynthesis dataset with 1.9M reactions from patents (1976-2016). Task: Predict the reactants needed to synthesize the given product. Given the product [Cl:9][C:10]1[N:15]=[C:14]([NH:7][C@@H:2]2[CH2:3][CH2:4][CH2:5][CH2:6][C@H:1]2[NH:8][S:26]([CH3:25])(=[O:28])=[O:27])[C:13]([Cl:17])=[CH:12][N:11]=1, predict the reactants needed to synthesize it. The reactants are: [C@@H:1]1([NH2:8])[CH2:6][CH2:5][CH2:4][CH2:3][C@H:2]1[NH2:7].[Cl:9][C:10]1[N:15]=[C:14](Cl)[C:13]([Cl:17])=[CH:12][N:11]=1.C(N(CC)CC)C.[CH3:25][S:26](Cl)(=[O:28])=[O:27].